This data is from Full USPTO retrosynthesis dataset with 1.9M reactions from patents (1976-2016). The task is: Predict the reactants needed to synthesize the given product. Given the product [CH3:1][O:2][C:3](=[O:26])[CH2:4][C@H:5]1[C:9]2[CH:10]=[CH:11][C:12]([O:14][C@H:15]3[C:23]4[C:18](=[C:19]([O:25][C:35]5[C:36]([CH3:38])=[CH:37][C:32]([O:31][CH2:30][CH2:29][C:28]([OH:27])([CH3:43])[CH3:44])=[CH:33][C:34]=5[CH3:42])[CH:20]=[CH:21][C:22]=4[F:24])[CH2:17][CH2:16]3)=[CH:13][C:8]=2[O:7][CH2:6]1, predict the reactants needed to synthesize it. The reactants are: [CH3:1][O:2][C:3](=[O:26])[CH2:4][C@H:5]1[C:9]2[CH:10]=[CH:11][C:12]([O:14][C@H:15]3[C:23]4[C:18](=[C:19]([OH:25])[CH:20]=[CH:21][C:22]=4[F:24])[CH2:17][CH2:16]3)=[CH:13][C:8]=2[O:7][CH2:6]1.[OH:27][C:28]([CH3:44])([CH3:43])[CH2:29][CH2:30][O:31][C:32]1[CH:37]=[C:36]([CH3:38])[C:35](B(O)O)=[C:34]([CH3:42])[CH:33]=1.